From a dataset of NCI-60 drug combinations with 297,098 pairs across 59 cell lines. Regression. Given two drug SMILES strings and cell line genomic features, predict the synergy score measuring deviation from expected non-interaction effect. (1) Drug 1: CC(CN1CC(=O)NC(=O)C1)N2CC(=O)NC(=O)C2. Drug 2: C1CNP(=O)(OC1)N(CCCl)CCCl. Cell line: CAKI-1. Synergy scores: CSS=35.6, Synergy_ZIP=1.86, Synergy_Bliss=7.01, Synergy_Loewe=-7.56, Synergy_HSA=2.68. (2) Drug 1: CNC(=O)C1=CC=CC=C1SC2=CC3=C(C=C2)C(=NN3)C=CC4=CC=CC=N4. Drug 2: C1=NC2=C(N1)C(=S)N=CN2. Cell line: HCT-15. Synergy scores: CSS=5.80, Synergy_ZIP=-7.62, Synergy_Bliss=-9.94, Synergy_Loewe=-17.5, Synergy_HSA=-10.7. (3) Drug 2: CC1=C(N=C(N=C1N)C(CC(=O)N)NCC(C(=O)N)N)C(=O)NC(C(C2=CN=CN2)OC3C(C(C(C(O3)CO)O)O)OC4C(C(C(C(O4)CO)O)OC(=O)N)O)C(=O)NC(C)C(C(C)C(=O)NC(C(C)O)C(=O)NCCC5=NC(=CS5)C6=NC(=CS6)C(=O)NCCC[S+](C)C)O. Drug 1: CS(=O)(=O)C1=CC(=C(C=C1)C(=O)NC2=CC(=C(C=C2)Cl)C3=CC=CC=N3)Cl. Cell line: HCC-2998. Synergy scores: CSS=20.6, Synergy_ZIP=-4.53, Synergy_Bliss=0.0805, Synergy_Loewe=-1.60, Synergy_HSA=-0.0993. (4) Drug 1: C1=CC(=CC=C1CC(C(=O)O)N)N(CCCl)CCCl.Cl. Drug 2: CC1=C2C(C(=O)C3(C(CC4C(C3C(C(C2(C)C)(CC1OC(=O)C(C(C5=CC=CC=C5)NC(=O)OC(C)(C)C)O)O)OC(=O)C6=CC=CC=C6)(CO4)OC(=O)C)O)C)O. Cell line: SK-MEL-5. Synergy scores: CSS=18.9, Synergy_ZIP=-7.13, Synergy_Bliss=-4.67, Synergy_Loewe=-19.3, Synergy_HSA=-6.48. (5) Drug 1: C1CC(=O)NC(=O)C1N2CC3=C(C2=O)C=CC=C3N. Drug 2: CC1=CC2C(CCC3(C2CCC3(C(=O)C)OC(=O)C)C)C4(C1=CC(=O)CC4)C. Cell line: HOP-62. Synergy scores: CSS=-0.669, Synergy_ZIP=1.70, Synergy_Bliss=1.56, Synergy_Loewe=-2.39, Synergy_HSA=-3.86. (6) Drug 1: C1C(C(OC1N2C=C(C(=O)NC2=O)F)CO)O. Drug 2: CS(=O)(=O)CCNCC1=CC=C(O1)C2=CC3=C(C=C2)N=CN=C3NC4=CC(=C(C=C4)OCC5=CC(=CC=C5)F)Cl. Cell line: NCI-H522. Synergy scores: CSS=7.70, Synergy_ZIP=-4.68, Synergy_Bliss=0.302, Synergy_Loewe=-5.98, Synergy_HSA=-2.25. (7) Drug 1: CC1CC2C3CCC4=CC(=O)C=CC4(C3(C(CC2(C1(C(=O)CO)O)C)O)F)C. Drug 2: CCN(CC)CCNC(=O)C1=C(NC(=C1C)C=C2C3=C(C=CC(=C3)F)NC2=O)C. Cell line: UACC62. Synergy scores: CSS=41.9, Synergy_ZIP=11.9, Synergy_Bliss=13.1, Synergy_Loewe=-15.0, Synergy_HSA=13.7.